From a dataset of Forward reaction prediction with 1.9M reactions from USPTO patents (1976-2016). Predict the product of the given reaction. (1) Given the reactants [Br:1][C:2]1[CH:9]=[CH:8][C:5]([CH2:6][OH:7])=[CH:4][CH:3]=1.C(N(C(C)C)CC)(C)C.[CH3:19][O:20][CH2:21]Cl.O, predict the reaction product. The product is: [Br:1][C:2]1[CH:9]=[CH:8][C:5]([CH2:6][O:7][CH2:19][O:20][CH3:21])=[CH:4][CH:3]=1. (2) Given the reactants [C:1]1([CH:7]=[CH:8][C:9](=[O:18])[CH:10]=[CH:11][C:12]2[CH:17]=[CH:16][CH:15]=[CH:14][CH:13]=2)[CH:6]=[CH:5][CH:4]=[CH:3][CH:2]=1, predict the reaction product. The product is: [C:12]1([CH2:11][CH2:10][CH:9]([OH:18])[CH2:8][CH2:7][C:1]2[CH:2]=[CH:3][CH:4]=[CH:5][CH:6]=2)[CH:17]=[CH:16][CH:15]=[CH:14][CH:13]=1. (3) Given the reactants Cl[C:2]1[CH:3]=[CH:4][C:5]2[N:6]([C:8]([C:16]3[CH:21]=[CH:20][N:19]=[CH:18][CH:17]=3)=[C:9]([C:11]3[O:12][CH:13]=[CH:14][CH:15]=3)[N:10]=2)[N:7]=1.[CH3:22][N:23]1[CH2:30][C@@H:29]2[C@@H:25]([CH2:26][NH:27][CH2:28]2)[CH2:24]1.C(N(C(C)C)CC)(C)C.Cl, predict the reaction product. The product is: [O:12]1[CH:13]=[CH:14][CH:15]=[C:11]1[C:9]1[N:10]=[C:5]2[CH:4]=[CH:3][C:2]([N:27]3[CH2:28][C@@H:29]4[C@@H:25]([CH2:24][N:23]([CH3:22])[CH2:30]4)[CH2:26]3)=[N:7][N:6]2[C:8]=1[C:16]1[CH:21]=[CH:20][N:19]=[CH:18][CH:17]=1. (4) Given the reactants [F:1][C:2]1[CH:3]=[CH:4][C:5]([OH:12])=[C:6]([CH:11]=1)[C:7](OC)=[O:8].[NH3:13], predict the reaction product. The product is: [F:1][C:2]1[CH:3]=[CH:4][C:5]([OH:12])=[C:6]([CH:11]=1)[C:7]([NH2:13])=[O:8].